Dataset: CYP2C9 inhibition data for predicting drug metabolism from PubChem BioAssay. Task: Regression/Classification. Given a drug SMILES string, predict its absorption, distribution, metabolism, or excretion properties. Task type varies by dataset: regression for continuous measurements (e.g., permeability, clearance, half-life) or binary classification for categorical outcomes (e.g., BBB penetration, CYP inhibition). Dataset: cyp2c9_veith. (1) The molecule is CC(C)N1CCN(c2ccc(OC[C@@H]3CO[C@@](Cn4cncn4)(c4ccc(Cl)cc4Cl)O3)cc2)CC1. The result is 0 (non-inhibitor). (2) The drug is O=C(Cc1cccc2ccccc12)N/N=C/c1ccc(Sc2nc3ccccc3s2)o1. The result is 1 (inhibitor). (3) The molecule is Cc1cnc(CNc2ccnc(-c3ccc(N(C)C)cc3)n2)cn1. The result is 0 (non-inhibitor). (4) The molecule is CCC(=O)Nc1ccc(N2CCN(CC)CC2)c(Cl)c1. The result is 0 (non-inhibitor).